Dataset: NCI-60 drug combinations with 297,098 pairs across 59 cell lines. Task: Regression. Given two drug SMILES strings and cell line genomic features, predict the synergy score measuring deviation from expected non-interaction effect. (1) Drug 1: CCC(=C(C1=CC=CC=C1)C2=CC=C(C=C2)OCCN(C)C)C3=CC=CC=C3.C(C(=O)O)C(CC(=O)O)(C(=O)O)O. Drug 2: CC1=C(C=C(C=C1)C(=O)NC2=CC(=CC(=C2)C(F)(F)F)N3C=C(N=C3)C)NC4=NC=CC(=N4)C5=CN=CC=C5. Cell line: UACC62. Synergy scores: CSS=3.28, Synergy_ZIP=-0.423, Synergy_Bliss=2.27, Synergy_Loewe=0.133, Synergy_HSA=1.09. (2) Drug 1: CCCS(=O)(=O)NC1=C(C(=C(C=C1)F)C(=O)C2=CNC3=C2C=C(C=N3)C4=CC=C(C=C4)Cl)F. Drug 2: C1=C(C(=O)NC(=O)N1)F. Cell line: SNB-75. Synergy scores: CSS=21.5, Synergy_ZIP=-6.10, Synergy_Bliss=-0.309, Synergy_Loewe=-2.49, Synergy_HSA=-1.61. (3) Drug 2: CC1C(C(CC(O1)OC2CC(CC3=C2C(=C4C(=C3O)C(=O)C5=CC=CC=C5C4=O)O)(C(=O)C)O)N)O. Synergy scores: CSS=58.0, Synergy_ZIP=-2.24, Synergy_Bliss=-2.99, Synergy_Loewe=1.94, Synergy_HSA=3.58. Drug 1: CC1C(C(CC(O1)OC2CC(CC3=C2C(=C4C(=C3O)C(=O)C5=C(C4=O)C(=CC=C5)OC)O)(C(=O)CO)O)N)O.Cl. Cell line: SNB-19. (4) Drug 1: CC12CCC3C(C1CCC2O)C(CC4=C3C=CC(=C4)O)CCCCCCCCCS(=O)CCCC(C(F)(F)F)(F)F. Drug 2: CS(=O)(=O)OCCCCOS(=O)(=O)C. Cell line: TK-10. Synergy scores: CSS=1.22, Synergy_ZIP=-1.32, Synergy_Bliss=-1.88, Synergy_Loewe=-2.16, Synergy_HSA=-2.28. (5) Drug 1: CC1=C(C(CCC1)(C)C)C=CC(=CC=CC(=CC(=O)O)C)C. Drug 2: C1=NC(=NC(=O)N1C2C(C(C(O2)CO)O)O)N. Cell line: T-47D. Synergy scores: CSS=31.0, Synergy_ZIP=-7.16, Synergy_Bliss=-5.94, Synergy_Loewe=-1.21, Synergy_HSA=-0.253. (6) Drug 1: C1=CN(C=N1)CC(O)(P(=O)(O)O)P(=O)(O)O. Drug 2: C1=NC2=C(N1)C(=S)N=CN2. Cell line: LOX IMVI. Synergy scores: CSS=26.5, Synergy_ZIP=0.399, Synergy_Bliss=2.60, Synergy_Loewe=-25.9, Synergy_HSA=-1.34. (7) Drug 1: C1=CC(=CC=C1C#N)C(C2=CC=C(C=C2)C#N)N3C=NC=N3. Drug 2: CC12CCC3C(C1CCC2OP(=O)(O)O)CCC4=C3C=CC(=C4)OC(=O)N(CCCl)CCCl.[Na+]. Cell line: LOX IMVI. Synergy scores: CSS=-1.89, Synergy_ZIP=1.89, Synergy_Bliss=0.107, Synergy_Loewe=-1.08, Synergy_HSA=-1.85. (8) Drug 1: CC1C(C(CC(O1)OC2CC(CC3=C2C(=C4C(=C3O)C(=O)C5=C(C4=O)C(=CC=C5)OC)O)(C(=O)C)O)N)O.Cl. Drug 2: CCN(CC)CCCC(C)NC1=C2C=C(C=CC2=NC3=C1C=CC(=C3)Cl)OC. Cell line: SW-620. Synergy scores: CSS=58.5, Synergy_ZIP=4.66, Synergy_Bliss=2.32, Synergy_Loewe=-7.46, Synergy_HSA=3.77. (9) Drug 1: C1C(C(OC1N2C=NC3=C(N=C(N=C32)Cl)N)CO)O. Drug 2: COC1=C2C(=CC3=C1OC=C3)C=CC(=O)O2. Cell line: ACHN. Synergy scores: CSS=31.0, Synergy_ZIP=-0.721, Synergy_Bliss=-0.564, Synergy_Loewe=-44.9, Synergy_HSA=-2.32. (10) Cell line: SF-539. Synergy scores: CSS=47.1, Synergy_ZIP=-9.68, Synergy_Bliss=-7.76, Synergy_Loewe=-13.4, Synergy_HSA=-3.12. Drug 1: C1=CN(C(=O)N=C1N)C2C(C(C(O2)CO)O)O.Cl. Drug 2: CC1C(C(CC(O1)OC2CC(CC3=C2C(=C4C(=C3O)C(=O)C5=C(C4=O)C(=CC=C5)OC)O)(C(=O)CO)O)N)O.Cl.